Predict the product of the given reaction. From a dataset of Forward reaction prediction with 1.9M reactions from USPTO patents (1976-2016). (1) Given the reactants [Cl:1][C:2]1[CH:12]=[C:11]([Cl:13])[CH:10]=[CH:9][C:3]=1[O:4][CH2:5][C:6]([OH:8])=O.[CH3:14][C:15]1[N:16]=[C:17]([NH2:26])[S:18][C:19]=1[CH2:20][CH2:21][O:22][N+:23]([O-:25])=[O:24], predict the reaction product. The product is: [Cl:1][C:2]1[CH:12]=[C:11]([Cl:13])[CH:10]=[CH:9][C:3]=1[O:4][CH2:5][C:6]([NH:26][C:17]1[S:18][C:19]([CH2:20][CH2:21][O:22][N+:23]([O-:25])=[O:24])=[C:15]([CH3:14])[N:16]=1)=[O:8]. (2) Given the reactants Br[C:2]1[CH:7]=[CH:6][CH:5]=[C:4]([N+:8]([O-:10])=[O:9])[CH:3]=1.C(=O)([O-])[O-].[Na+].[Na+].[C:17]([O:21][C:22]([N:24]1[CH:28]=[CH:27][CH:26]=[C:25]1B(O)O)=[O:23])([CH3:20])([CH3:19])[CH3:18], predict the reaction product. The product is: [C:17]([O:21][C:22]([N:24]1[CH:28]=[CH:27][CH:26]=[C:25]1[C:2]1[CH:7]=[CH:6][CH:5]=[C:4]([N+:8]([O-:10])=[O:9])[CH:3]=1)=[O:23])([CH3:20])([CH3:18])[CH3:19]. (3) Given the reactants [Br:1][C:2]1[CH:7]=[CH:6][C:5]([C:8]2(O)[CH2:11][CH2:10][CH2:9]2)=[CH:4][CH:3]=1.C(N(S(F)(F)[F:19])CC)C, predict the reaction product. The product is: [Br:1][C:2]1[CH:7]=[CH:6][C:5]([C:8]2([F:19])[CH2:11][CH2:10][CH2:9]2)=[CH:4][CH:3]=1. (4) Given the reactants [NH2:1][C:2]1[CH:7]=[CH:6][C:5]([CH2:8][N:9]2[CH2:14][CH2:13][N:12]([C:15]([O:17][C:18]([CH3:21])([CH3:20])[CH3:19])=[O:16])[C@@H:11]([CH3:22])[CH2:10]2)=[C:4]([CH3:23])[CH:3]=1.N1C=CC=CC=1.[Cl:30][C:31]1[N:36]=[CH:35][C:34]([S:37](Cl)(=[O:39])=[O:38])=[CH:33][CH:32]=1, predict the reaction product. The product is: [Cl:30][C:31]1[N:36]=[CH:35][C:34]([S:37]([NH:1][C:2]2[CH:7]=[CH:6][C:5]([CH2:8][N:9]3[CH2:14][CH2:13][N:12]([C:15]([O:17][C:18]([CH3:19])([CH3:21])[CH3:20])=[O:16])[C@@H:11]([CH3:22])[CH2:10]3)=[C:4]([CH3:23])[CH:3]=2)(=[O:39])=[O:38])=[CH:33][CH:32]=1. (5) Given the reactants [C:9](O[C:9]([O:11][C:12]([CH3:15])([CH3:14])[CH3:13])=[O:10])([O:11][C:12]([CH3:15])([CH3:14])[CH3:13])=[O:10].[CH2:16]([N:18]([CH2:25][CH3:26])[CH2:19][CH2:20][NH:21][CH2:22][CH2:23][NH2:24])[CH3:17], predict the reaction product. The product is: [C:12]([O:11][C:9](=[O:10])[NH:24][CH2:23][CH2:22][NH:21][CH2:20][CH2:19][N:18]([CH2:16][CH3:17])[CH2:25][CH3:26])([CH3:13])([CH3:14])[CH3:15]. (6) Given the reactants [C:1]([N:4]1[CH2:9][CH2:8][C:7]([NH2:12])([C:10]#[N:11])[CH2:6][CH2:5]1)(=O)C.C(=O)([O-])[O-].[Na+].[Na+], predict the reaction product. The product is: [NH2:12][C:7]1([C:10]#[N:11])[CH2:8][CH2:9][N:4]([CH2:5][C:6]2[CH:9]=[CH:8][CH:7]=[CH:6][CH:5]=2)[CH2:1]1. (7) Given the reactants [Br:1][C:2]1[O:6][C:5]([C:7]([NH:9][NH2:10])=[O:8])=[CH:4][CH:3]=1.[OH-].[K+].CO.[C:15](=S)=[S:16], predict the reaction product. The product is: [Br:1][C:2]1[O:6][C:5]([C:7]2[O:8][C:15]([SH:16])=[N:10][N:9]=2)=[CH:4][CH:3]=1.